This data is from Full USPTO retrosynthesis dataset with 1.9M reactions from patents (1976-2016). The task is: Predict the reactants needed to synthesize the given product. Given the product [C:1]([CH2:7][C:8]([C:10]1[CH:15]=[CH:14][C:13]([O:16][CH3:17])=[CH:12][CH:11]=1)=[O:9])(=[S:3])[CH3:2], predict the reactants needed to synthesize it. The reactants are: [C:1]([O-])(=[S:3])[CH3:2].[K+].Br[CH2:7][C:8]([C:10]1[CH:15]=[CH:14][C:13]([O:16][CH3:17])=[CH:12][CH:11]=1)=[O:9].